This data is from Forward reaction prediction with 1.9M reactions from USPTO patents (1976-2016). The task is: Predict the product of the given reaction. (1) Given the reactants [CH3:1][O:2][C:3](=[O:13])[CH2:4][C:5]1[CH:10]=[CH:9][CH:8]=[C:7]([Br:11])[C:6]=1[OH:12].[C:14]([O-])([O-])=O.[K+].[K+].CI, predict the reaction product. The product is: [CH3:1][O:2][C:3](=[O:13])[CH2:4][C:5]1[CH:10]=[CH:9][CH:8]=[C:7]([Br:11])[C:6]=1[O:12][CH3:14]. (2) Given the reactants [CH3:1][N:2]([CH2:12][C@@:13]1([C:25]2[CH:30]=[CH:29][CH:28]=[CH:27][CH:26]=2)[CH2:15][C@H:14]1[CH2:16][O:17]CC1C=CC=CC=1)[S:3]([C:6]1[CH:11]=[CH:10][CH:9]=[CH:8][CH:7]=1)(=[O:5])=[O:4], predict the reaction product. The product is: [OH:17][CH2:16][C@@H:14]1[CH2:15][C@@:13]1([CH2:12][N:2]([CH3:1])[S:3]([C:6]1[CH:11]=[CH:10][CH:9]=[CH:8][CH:7]=1)(=[O:5])=[O:4])[C:25]1[CH:30]=[CH:29][CH:28]=[CH:27][CH:26]=1.